From a dataset of Forward reaction prediction with 1.9M reactions from USPTO patents (1976-2016). Predict the product of the given reaction. (1) Given the reactants [Cl:1][C:2]1[CH:10]=[CH:9][C:8]([N+:11]([O-:13])=[O:12])=[CH:7][C:3]=1[C:4]([OH:6])=[O:5].S(Cl)([Cl:16])=[O:15].[CH2:18]([N:20](CC)CC)[CH3:19], predict the reaction product. The product is: [Cl:1][C:2]1[CH:10]=[CH:9][C:8]([N+:11]([O-:13])=[O:12])=[CH:7][C:3]=1[C:4]([Cl:16])=[O:5].[NH2:20][CH2:18][C:19]([O:6][CH2:4][C:3]1[CH:2]=[CH:10][CH:9]=[CH:8][CH:7]=1)=[O:15]. (2) Given the reactants O[CH2:2][CH2:3][C:4]1[CH:9]=[CH:8][C:7]([NH:10][C:11]([C:13]2[NH:14][C:15]3[C:20]([CH:21]=2)=[C:19]([O:22][CH2:23][C:24]2[C:28]4[CH:29]=[C:30]([Cl:33])[CH:31]=[CH:32][C:27]=4[O:26][CH:25]=2)[CH:18]=[CH:17][CH:16]=3)=[O:12])=[CH:6][CH:5]=1.[NH:34]1[CH2:39][CH2:38][CH2:37][CH2:36][CH2:35]1, predict the reaction product. The product is: [N:34]1([CH2:2][CH2:3][C:4]2[CH:9]=[CH:8][C:7]([NH:10][C:11]([C:13]3[NH:14][C:15]4[C:20]([CH:21]=3)=[C:19]([O:22][CH2:23][C:24]3[C:28]5[CH:29]=[C:30]([Cl:33])[CH:31]=[CH:32][C:27]=5[O:26][CH:25]=3)[CH:18]=[CH:17][CH:16]=4)=[O:12])=[CH:6][CH:5]=2)[CH2:39][CH2:38][CH2:37][CH2:36][CH2:35]1. (3) Given the reactants [C:1]([C@@:3]1([CH:35]([CH3:37])[CH3:36])[CH2:7][CH2:6][N:5]([C:8]2[CH:13]=[CH:12][N:11]=[C:10]([NH:14][C:15]3[CH:20]=[CH:19][C:18]([C:21]4([C:27]([O:29]C(C)(C)C)=[O:28])[CH2:26][CH2:25][O:24][CH2:23][CH2:22]4)=[CH:17][CH:16]=3)[N:9]=2)[C:4]1=[O:34])#[N:2].[ClH:38], predict the reaction product. The product is: [ClH:38].[C:1]([C@@:3]1([CH:35]([CH3:37])[CH3:36])[CH2:7][CH2:6][N:5]([C:8]2[CH:13]=[CH:12][N:11]=[C:10]([NH:14][C:15]3[CH:16]=[CH:17][C:18]([C:21]4([C:27]([OH:29])=[O:28])[CH2:22][CH2:23][O:24][CH2:25][CH2:26]4)=[CH:19][CH:20]=3)[N:9]=2)[C:4]1=[O:34])#[N:2]. (4) Given the reactants FC(F)(F)C(O)=O.[Cl:8][C:9]1[C:10]2[C:17]([C:18]([F:21])([F:20])[F:19])=[CH:16][N:15]([CH2:22][CH:23]3[CH2:28][CH2:27][NH:26][CH2:25][CH2:24]3)[C:11]=2[N:12]=[CH:13][N:14]=1.[CH3:29][S:30](Cl)(=[O:32])=[O:31], predict the reaction product. The product is: [Cl:8][C:9]1[C:10]2[C:17]([C:18]([F:19])([F:20])[F:21])=[CH:16][N:15]([CH2:22][CH:23]3[CH2:28][CH2:27][N:26]([S:30]([CH3:29])(=[O:32])=[O:31])[CH2:25][CH2:24]3)[C:11]=2[N:12]=[CH:13][N:14]=1. (5) Given the reactants CC1C=CC(S(O)(=O)=O)=CC=1.[F:12][C@@H:13]1[CH2:17][NH:16][C@H:15]([C:18]#[N:19])[CH2:14]1.C(N(CC)CC)C.[Cl:27][CH2:28][C:29](Cl)=[O:30], predict the reaction product. The product is: [Cl:27][CH2:28][C:29]([N:16]1[CH2:17][C@@H:13]([F:12])[CH2:14][C@H:15]1[C:18]#[N:19])=[O:30]. (6) Given the reactants COC1C=C(OC)C=CC=1C[NH:6][C:7]1[N:12]=[CH:11][N:10]=[C:9]2[N:13]([C@@H:35]3[CH2:43][CH2:42][CH2:41][C:40]4[N:39](S(C5C=CC(C)=CC=5)(=O)=O)[N:38]=[CH:37][C:36]3=4)[N:14]=[C:15]([C:16]3[CH:34]=[CH:33][C:19]([C:20]([NH:22][C:23]4[CH:28]=[C:27]([C:29]([F:32])([F:31])[F:30])[CH:26]=[CH:25][N:24]=4)=[O:21])=[CH:18][CH:17]=3)[C:8]=12, predict the reaction product. The product is: [NH2:6][C:7]1[N:12]=[CH:11][N:10]=[C:9]2[N:13]([C@@H:35]3[CH2:43][CH2:42][CH2:41][C:40]4[NH:39][N:38]=[CH:37][C:36]3=4)[N:14]=[C:15]([C:16]3[CH:17]=[CH:18][C:19]([C:20]([NH:22][C:23]4[CH:28]=[C:27]([C:29]([F:32])([F:31])[F:30])[CH:26]=[CH:25][N:24]=4)=[O:21])=[CH:33][CH:34]=3)[C:8]=12.